Dataset: Peptide-MHC class I binding affinity with 185,985 pairs from IEDB/IMGT. Task: Regression. Given a peptide amino acid sequence and an MHC pseudo amino acid sequence, predict their binding affinity value. This is MHC class I binding data. The peptide sequence is MAMLADYFY. The MHC is HLA-B07:02 with pseudo-sequence HLA-B07:02. The binding affinity (normalized) is 0.0847.